From a dataset of CYP2C9 inhibition data for predicting drug metabolism from PubChem BioAssay. Regression/Classification. Given a drug SMILES string, predict its absorption, distribution, metabolism, or excretion properties. Task type varies by dataset: regression for continuous measurements (e.g., permeability, clearance, half-life) or binary classification for categorical outcomes (e.g., BBB penetration, CYP inhibition). Dataset: cyp2c9_veith. (1) The drug is COCC(=O)N1CCC2(CC1)CN(c1ccncc1)C2. The result is 0 (non-inhibitor). (2) The compound is COC(=O)C/C=C\[C@@H](C)[C@@H](/C=N\O[C@@H](C)CN1CCCCc2nc(C)c(C)cc21)NS(=O)(=O)c1ccc(C)cc1. The result is 0 (non-inhibitor).